The task is: Predict the product of the given reaction.. This data is from Forward reaction prediction with 1.9M reactions from USPTO patents (1976-2016). (1) Given the reactants [F:1][C:2]([F:14])([F:13])[O:3][C:4]1[CH:9]=[CH:8][C:7]([C@H:10]2[CH2:12][O:11]2)=[CH:6][CH:5]=1.[Si:15]([O:22][C@H:23]1[CH2:27][CH2:26][NH:25][CH2:24]1)([C:18]([CH3:21])([CH3:20])[CH3:19])([CH3:17])[CH3:16], predict the reaction product. The product is: [Si:15]([O:22][C@H:23]1[CH2:27][CH2:26][N:25]([CH2:12][C@H:10]([C:7]2[CH:8]=[CH:9][C:4]([O:3][C:2]([F:14])([F:13])[F:1])=[CH:5][CH:6]=2)[OH:11])[CH2:24]1)([C:18]([CH3:21])([CH3:20])[CH3:19])([CH3:17])[CH3:16]. (2) The product is: [C:5]([C:9]1[CH:10]=[C:11]([N+:1]([O-:4])=[O:2])[C:12]([O:18][CH3:19])=[C:13]([CH:17]=1)[C:14]([OH:16])=[O:15])([CH3:8])([CH3:6])[CH3:7]. Given the reactants [N+:1]([O-:4])(O)=[O:2].[C:5]([C:9]1[CH:10]=[CH:11][C:12]([O:18][CH3:19])=[C:13]([CH:17]=1)[C:14]([OH:16])=[O:15])([CH3:8])([CH3:7])[CH3:6], predict the reaction product. (3) Given the reactants C(=O)([O-])[O-].[K+].[K+].[CH3:7][O:8][C:9](=[O:18])[C:10]1[CH:15]=[CH:14][C:13]([OH:16])=[C:12]([OH:17])[CH:11]=1.[CH2:19](Br)[C:20]1[CH:25]=[CH:24][CH:23]=[CH:22][CH:21]=1, predict the reaction product. The product is: [CH3:7][O:8][C:9](=[O:18])[C:10]1[CH:15]=[CH:14][C:13]([O:16][CH2:19][C:20]2[CH:25]=[CH:24][CH:23]=[CH:22][CH:21]=2)=[C:12]([O:17][CH2:9][C:10]2[CH:15]=[CH:14][CH:13]=[CH:12][CH:11]=2)[CH:11]=1. (4) Given the reactants Cl[C:2]1[N:7]=[C:6]([NH:8][C:9]2[CH:14]=[CH:13][C:12]3[O:15][CH2:16][CH2:17][O:18][C:11]=3[CH:10]=2)[C:5]([F:19])=[CH:4][N:3]=1.[C:20]([C:24]1[CH:30]=[CH:29][C:27]([NH2:28])=[CH:26][CH:25]=1)([CH3:23])([CH3:22])[CH3:21], predict the reaction product. The product is: [C:20]([C:24]1[CH:25]=[CH:26][C:27]([NH:28][C:2]2[N:7]=[C:6]([NH:8][C:9]3[CH:14]=[CH:13][C:12]4[O:15][CH2:16][CH2:17][O:18][C:11]=4[CH:10]=3)[C:5]([F:19])=[CH:4][N:3]=2)=[CH:29][CH:30]=1)([CH3:23])([CH3:21])[CH3:22]. (5) Given the reactants [Cl:1][C:2]1[CH:7]=[CH:6][C:5]([C:8]2([OH:19])[CH2:13][CH2:12][NH:11][CH2:10][C:9]2([CH2:15][O:16][CH2:17][CH3:18])[CH3:14])=[CH:4][CH:3]=1.C([O-])([O-])=O.[K+].[K+].Br[CH2:27][CH2:28][CH:29]=[C:30]1[C:36]2[CH:37]=[CH:38][CH:39]=[N:40][C:35]=2[CH2:34][O:33][C:32]2[CH:41]=[CH:42][C:43]([C:45]([OH:48])([CH3:47])[CH3:46])=[CH:44][C:31]1=2, predict the reaction product. The product is: [Cl:1][C:2]1[CH:7]=[CH:6][C:5]([C:8]2([OH:19])[CH2:13][CH2:12][N:11]([CH2:27][CH2:28][CH:29]=[C:30]3[C:36]4[CH:37]=[CH:38][CH:39]=[N:40][C:35]=4[CH2:34][O:33][C:32]4[CH:41]=[CH:42][C:43]([C:45]([OH:48])([CH3:47])[CH3:46])=[CH:44][C:31]3=4)[CH2:10][C:9]2([CH2:15][O:16][CH2:17][CH3:18])[CH3:14])=[CH:4][CH:3]=1. (6) The product is: [N:15]1[CH:16]=[CH:17][CH:18]=[CH:19][C:14]=1[C:4]1[CH:5]=[C:6]([CH:10]=[CH:11][CH:12]=1)[C:7]([OH:9])=[O:8]. Given the reactants B([C:4]1[CH:5]=[C:6]([CH:10]=[CH:11][CH:12]=1)[C:7]([OH:9])=[O:8])(O)O.Br[C:14]1[CH:19]=[CH:18][CH:17]=[CH:16][N:15]=1.C(=O)([O-])[O-].[K+].[K+], predict the reaction product.